This data is from Full USPTO retrosynthesis dataset with 1.9M reactions from patents (1976-2016). The task is: Predict the reactants needed to synthesize the given product. (1) Given the product [ClH:30].[O:1]1[C:5]2[CH:6]=[CH:7][CH:8]=[CH:9][C:4]=2[C:3]([NH:10][C:11]([N:13]2[CH2:18][CH2:17][N:16]([C:19]3[S:23][N:22]=[C:21]([C:24]4[CH:29]=[CH:28][CH:27]=[CH:26][CH:25]=4)[N:20]=3)[CH2:15][CH2:14]2)=[O:12])=[N:2]1, predict the reactants needed to synthesize it. The reactants are: [O:1]1[C:5]2[CH:6]=[CH:7][CH:8]=[CH:9][C:4]=2[C:3]([NH:10][C:11]([N:13]2[CH2:18][CH2:17][N:16]([C:19]3[S:23][N:22]=[C:21]([C:24]4[CH:29]=[CH:28][CH:27]=[CH:26][CH:25]=4)[N:20]=3)[CH2:15][CH2:14]2)=[O:12])=[N:2]1.[ClH:30]. (2) Given the product [F:1][C:2]1[CH:9]=[C:8]([F:10])[CH:7]=[CH:6][C:3]=1[CH2:4][C:16]([C:18]1[CH:23]=[CH:22][C:21]([I:24])=[CH:20][CH:19]=1)=[O:17], predict the reactants needed to synthesize it. The reactants are: [F:1][C:2]1[CH:9]=[C:8]([F:10])[CH:7]=[CH:6][C:3]=1[CH2:4]Br.[Mg].[Br-].CON(C)[C:16]([C:18]1[CH:23]=[CH:22][C:21]([I:24])=[CH:20][CH:19]=1)=[O:17]. (3) Given the product [CH3:19][C:20]12[CH:29]([CH:30]([C:2]3[CH:3]=[C:4]([O:12][CH3:13])[C:5]([O:10][CH3:11])=[C:6]([O:8][CH3:9])[CH:7]=3)[OH:31])[CH2:28][CH2:27][CH:26]=[C:25]1[CH2:24][C:23]1([S:32][CH2:33][CH2:34][S:35]1)[CH2:22][CH2:21]2, predict the reactants needed to synthesize it. The reactants are: Br[C:2]1[CH:3]=[C:4]([O:12][CH3:13])[C:5]([O:10][CH3:11])=[C:6]([O:8][CH3:9])[CH:7]=1.C([Li])(C)(C)C.[CH3:19][C:20]12[CH:29]([CH:30]=[O:31])[CH2:28][CH2:27][CH:26]=[C:25]1[CH2:24][C:23]1([S:35][CH2:34][CH2:33][S:32]1)[CH2:22][CH2:21]2. (4) Given the product [N:1]1([C:10]([NH:12][C:13]2[CH:14]=[CH:15][C:16]([C:17]([OH:19])=[O:18])=[CH:21][CH:22]=2)=[O:11])[C:9]2[C:4](=[CH:5][CH:6]=[CH:7][CH:8]=2)[CH2:3][CH2:2]1, predict the reactants needed to synthesize it. The reactants are: [N:1]1([C:10]([NH:12][C:13]2[CH:22]=[CH:21][C:16]([C:17]([O:19]C)=[O:18])=[CH:15][CH:14]=2)=[O:11])[C:9]2[C:4](=[CH:5][CH:6]=[CH:7][CH:8]=2)[CH2:3][CH2:2]1.[OH-].[Na+]. (5) Given the product [F:40][C:37]1[CH:36]=[CH:35][C:34]([CH2:33][N:32]2[C:18](=[O:20])[C:17]([C:11]3[NH:10][C:9]4[S:8][CH:7]=[C:6]([CH2:5][O:4][CH2:3][O:2][CH3:1])[C:14]=4[S:13](=[O:15])(=[O:16])[N:12]=3)=[C:24]([OH:23])[C@H:26]3[C@@H:31]2[C@H:30]2[CH2:41][C@@H:27]3[CH2:28][CH2:29]2)=[CH:39][CH:38]=1, predict the reactants needed to synthesize it. The reactants are: [CH3:1][O:2][CH2:3][O:4][CH2:5][C:6]1[C:14]2[S:13](=[O:16])(=[O:15])[N:12]=[C:11]([CH2:17][C:18]([OH:20])=O)[NH:10][C:9]=2[S:8][CH:7]=1.C([O:23][C:24]([C@H:26]1[C@@H:31]([NH:32][CH2:33][C:34]2[CH:39]=[CH:38][C:37]([F:40])=[CH:36][CH:35]=2)[C@H:30]2[CH2:41][C@@H:27]1[CH2:28][CH2:29]2)=O)C.Cl.CN(C)CCCN=C=NCC.C(N(CC)CC)C. (6) Given the product [NH2:21][C:14]1[C:15]([O:19][CH3:20])=[C:16]([NH:18][C:60]([NH:59][C:52]2[C:53]3[C:58](=[CH:57][CH:56]=[CH:55][CH:54]=3)[C:49]([O:48][C:46]3[CH:45]=[CH:44][N:43]=[C:42]([NH:41][C:26]4[CH:27]=[C:28]([O:30][CH2:31][CH2:32][O:33][CH2:34][CH2:35][O:36][CH2:37][CH2:38][O:39][CH3:40])[CH:29]=[C:24]([O:23][CH3:22])[CH:25]=4)[N:47]=3)=[CH:50][CH:51]=2)=[O:61])[CH:17]=[C:12]([C:8]([CH3:11])([CH3:9])[CH3:10])[CH:13]=1, predict the reactants needed to synthesize it. The reactants are: C(N(CC)CC)C.[C:8]([C:12]1[CH:13]=[C:14]([NH2:21])[C:15]([O:19][CH3:20])=[C:16]([NH2:18])[CH:17]=1)([CH3:11])([CH3:10])[CH3:9].[CH3:22][O:23][C:24]1[CH:25]=[C:26]([NH:41][C:42]2[N:47]=[C:46]([O:48][C:49]3[C:58]4[C:53](=[CH:54][CH:55]=[CH:56][CH:57]=4)[C:52]([NH:59][C:60](=O)[O:61]C4C=CC=CC=4)=[CH:51][CH:50]=3)[CH:45]=[CH:44][N:43]=2)[CH:27]=[C:28]([O:30][CH2:31][CH2:32][O:33][CH2:34][CH2:35][O:36][CH2:37][CH2:38][O:39][CH3:40])[CH:29]=1. (7) Given the product [NH2:1][C:2]1[C:3]([C:15]2[CH:24]=[CH:23][C:18]([C:19]([O:21][CH3:22])=[O:20])=[C:17]([F:25])[CH:16]=2)=[N:4][C:5]([CH:8]2[CH2:13][CH2:12][CH:11]([NH:35][CH2:34][C:28]3[CH:33]=[CH:32][CH:31]=[CH:30][CH:29]=3)[CH2:10][CH2:9]2)=[CH:6][N:7]=1, predict the reactants needed to synthesize it. The reactants are: [NH2:1][C:2]1[C:3]([C:15]2[CH:24]=[CH:23][C:18]([C:19]([O:21][CH3:22])=[O:20])=[C:17]([F:25])[CH:16]=2)=[N:4][C:5]([CH:8]2[CH2:13][CH2:12][C:11](=O)[CH2:10][CH2:9]2)=[CH:6][N:7]=1.CO.[C:28]1([CH2:34][NH2:35])[CH:33]=[CH:32][CH:31]=[CH:30][CH:29]=1.[BH4-].[Na+].